Dataset: Full USPTO retrosynthesis dataset with 1.9M reactions from patents (1976-2016). Task: Predict the reactants needed to synthesize the given product. Given the product [CH:12]1([C:15]2[C:16]([O:24][CH2:25][CH:26]3[CH2:31][CH2:30][C:29]([F:33])([F:32])[CH2:28][CH2:27]3)=[CH:17][C:18]3[O:34][N:21]=[C:20]([NH2:8])[C:19]=3[CH:22]=2)[CH2:14][CH2:13]1, predict the reactants needed to synthesize it. The reactants are: C([O-])(C)(C)C.[K+].O[NH:8]C(=O)C.[CH:12]1([C:15]2[C:16]([O:24][CH2:25][CH:26]3[CH2:31][CH2:30][C:29]([F:33])([F:32])[CH2:28][CH2:27]3)=[CH:17][C:18](F)=[C:19]([CH:22]=2)[C:20]#[N:21])[CH2:14][CH2:13]1.[OH2:34].